Dataset: Catalyst prediction with 721,799 reactions and 888 catalyst types from USPTO. Task: Predict which catalyst facilitates the given reaction. (1) Reactant: [ClH:1].O1CCOCC1.[N:8]1[CH:13]=[CH:12][CH:11]=[C:10]([O:14][CH2:15][CH:16]2[CH2:21][N:20](C(OC(C)(C)C)=O)[CH2:19][CH2:18][N:17]2[C:29]([O:31][CH:32]2[CH2:37][CH2:36][NH:35][CH2:34][CH2:33]2)=[O:30])[CH:9]=1. Product: [ClH:1].[ClH:1].[ClH:1].[N:8]1[CH:13]=[CH:12][CH:11]=[C:10]([O:14][CH2:15][CH:16]2[CH2:21][NH:20][CH2:19][CH2:18][N:17]2[C:29]([O:31][CH:32]2[CH2:37][CH2:36][NH:35][CH2:34][CH2:33]2)=[O:30])[CH:9]=1. The catalyst class is: 5. (2) The catalyst class is: 160. Reactant: C(=O)([O-])[O-].[Cs+].[Cs+].C1C=CC(P(C2C(C3C(P(C4C=CC=CC=4)C4C=CC=CC=4)=CC=C4C=3C=CC=C4)=C3C(C=CC=C3)=CC=2)C2C=CC=CC=2)=CC=1.[CH3:53][C:54]1[CH:63]=[CH:62][C:61]2[C:56](=[CH:57][CH:58]=[CH:59][C:60]=2[O:64][CH2:65][CH2:66][N:67]2[CH2:72][CH2:71][C:70](=[CH:73][C:74]3[CH:75]=[C:76](Br)[CH:77]=[CH:78][CH:79]=3)[CH2:69][CH2:68]2)[N:55]=1.[CH3:81][C@H:82]1[CH2:87][NH:86][CH2:85][C@@H:84]([CH3:88])[NH:83]1. Product: [NH3:55].[CH3:88][C@H:84]1[NH:83][C@@H:82]([CH3:81])[CH2:87][N:86]([C:78]2[CH:79]=[C:74]([CH:75]=[CH:76][CH:77]=2)[CH:73]=[C:70]2[CH2:71][CH2:72][N:67]([CH2:66][CH2:65][O:64][C:60]3[CH:59]=[CH:58][CH:57]=[C:56]4[C:61]=3[CH:62]=[CH:63][C:54]([CH3:53])=[N:55]4)[CH2:68][CH2:69]2)[CH2:85]1. (3) The catalyst class is: 5. Product: [Cl:1][C:2]1[C:7]([N+:8]([O-:10])=[O:9])=[C:6]([NH2:20])[CH:5]=[C:4]([C:12]2[C:17]([Cl:18])=[CH:16][CH:15]=[CH:14][C:13]=2[Cl:19])[N:3]=1. Reactant: [Cl:1][C:2]1[C:7]([N+:8]([O-:10])=[O:9])=[C:6](Cl)[CH:5]=[C:4]([C:12]2[C:17]([Cl:18])=[CH:16][CH:15]=[CH:14][C:13]=2[Cl:19])[N:3]=1.[NH3:20]. (4) Reactant: [C:1]([O:5][C:6]([N:8]([CH2:22][CH:23]1[CH2:25][CH2:24]1)[C@@H:9]1[CH2:11][C@H:10]1[C:12]1[CH:13]=[C:14]([CH:19]=[CH:20][CH:21]=1)[C:15]([O:17]C)=[O:16])=[O:7])([CH3:4])([CH3:3])[CH3:2].[OH-].[Na+].Cl. Product: [C:1]([O:5][C:6]([N:8]([CH2:22][CH:23]1[CH2:24][CH2:25]1)[C@@H:9]1[CH2:11][C@H:10]1[C:12]1[CH:13]=[C:14]([CH:19]=[CH:20][CH:21]=1)[C:15]([OH:17])=[O:16])=[O:7])([CH3:4])([CH3:2])[CH3:3]. The catalyst class is: 5. (5) Reactant: C[N:2]([C@@:10]1([CH3:15])[CH2:14][CH2:13][NH:12][CH2:11]1)[C:3](=O)OC(C)(C)C.C(N(CC)CC)C.[C:23]([C:25]1[C:30]2[N:31]=[C:32]([C:34]([N:36]([CH3:38])[CH3:37])=[O:35])[O:33][C:29]=2[C:28](F)=[C:27]([C:40]2[CH:45]=[CH:44][CH:43]=[C:42]([F:46])[CH:41]=2)[C:26]=1[CH3:47])#[N:24]. Product: [C:23]([C:25]1[C:30]2[N:31]=[C:32]([C:34]([N:36]([CH3:38])[CH3:37])=[O:35])[O:33][C:29]=2[C:28]([N:12]2[CH2:13][CH2:14][C@:10]([CH3:15])([NH:2][CH3:3])[CH2:11]2)=[C:27]([C:40]2[CH:45]=[CH:44][CH:43]=[C:42]([F:46])[CH:41]=2)[C:26]=1[CH3:47])#[N:24]. The catalyst class is: 16. (6) Reactant: [N:1]([CH:4]1[C:12]2[C:7](=[CH:8][CH:9]=[CH:10][CH:11]=2)[CH2:6][CH2:5]1)=[C:2]=[S:3].[NH2:13][CH2:14][CH2:15][OH:16]. Product: [OH:16][CH2:15][CH2:14][NH:13][C:2]([NH:1][CH:4]1[C:12]2[C:7](=[CH:8][CH:9]=[CH:10][CH:11]=2)[CH2:6][CH2:5]1)=[S:3]. The catalyst class is: 1. (7) The catalyst class is: 24. Product: [Li+:27].[CH3:1][C:2]1[N:6]([CH:7]([CH3:9])[CH3:8])[C:5]([C:10]2[CH:15]=[CH:14][N:13]=[C:12]([NH:16][CH:17]3[CH2:22][CH2:21][CH2:20][CH:19]([C:23]([O-:25])=[O:24])[CH2:18]3)[N:11]=2)=[CH:4][N:3]=1. Reactant: [CH3:1][C:2]1[N:6]([CH:7]([CH3:9])[CH3:8])[C:5]([C:10]2[CH:15]=[CH:14][N:13]=[C:12]([NH:16][CH:17]3[CH2:22][CH2:21][CH2:20][CH:19]([C:23]([O:25]C)=[O:24])[CH2:18]3)[N:11]=2)=[CH:4][N:3]=1.[Li+:27].[OH-].C(=O)=O. (8) Reactant: [CH3:1][C:2]1[CH:7]=[CH:6][C:5]([S:8]([O:11][CH2:12][C@@H:13]2[O:18][C:17]3[C:19](C=O)=[C:20]([NH:23][C:24]([O:26][CH3:27])=[O:25])[CH:21]=[CH:22][C:16]=3[O:15][CH2:14]2)(=[O:10])=[O:9])=[CH:4][CH:3]=1.ClC1C=C(C=CC=1)C(OO)=[O:35]. Product: [CH3:1][C:2]1[CH:3]=[CH:4][C:5]([S:8]([O:11][CH2:12][CH:13]2[O:18][C:17]3[C:19]([OH:35])=[C:20]([NH:23][C:24]([O:26][CH3:27])=[O:25])[CH:21]=[CH:22][C:16]=3[O:15][CH2:14]2)(=[O:9])=[O:10])=[CH:6][CH:7]=1. The catalyst class is: 61. (9) Reactant: Cl[CH2:2][CH2:3][C:4]1[CH:5]=[C:6]2[C:11](=[CH:12][CH:13]=1)[NH:10][C:9](=[O:14])[CH2:8][CH:7]2[CH3:15].Cl.[N:17]1([C:23]2[C:27]3[CH:28]=[CH:29][CH:30]=[CH:31][C:26]=3[O:25][N:24]=2)[CH2:22][CH2:21][NH:20][CH2:19][CH2:18]1.C(=O)([O-])[O-].[Na+].[Na+].[I-].[Na+]. Product: [O:25]1[C:26]2[CH:31]=[CH:30][CH:29]=[CH:28][C:27]=2[C:23]([N:17]2[CH2:18][CH2:19][N:20]([CH2:2][CH2:3][C:4]3[CH:5]=[C:6]4[C:11](=[CH:12][CH:13]=3)[NH:10][C:9](=[O:14])[CH2:8][CH:7]4[CH3:15])[CH2:21][CH2:22]2)=[N:24]1. The catalyst class is: 127.